Dataset: Reaction yield outcomes from USPTO patents with 853,638 reactions. Task: Predict the reaction yield, written as a fraction of the theoretical maximum amount of product (1.0 means a 100% yield; for example, 0.34 means a 34% yield). The reactants are C[O:2][C:3]1[CH:4]=[C:5]2[C:10](=[CH:11][CH:12]=1)[CH2:9][CH:8]([NH:13][C:14](=[O:16])[CH3:15])[CH2:7][CH2:6]2.B(Br)(Br)Br.C(Cl)Cl. The catalyst is C(Cl)Cl. The product is [OH:2][C:3]1[CH:4]=[C:5]2[C:10](=[CH:11][CH:12]=1)[CH2:9][CH:8]([NH:13][C:14](=[O:16])[CH3:15])[CH2:7][CH2:6]2. The yield is 0.760.